Task: Predict the product of the given reaction.. Dataset: Forward reaction prediction with 1.9M reactions from USPTO patents (1976-2016) The product is: [CH3:1][O:2][C:3]1[CH:40]=[C:39]([O:41][CH3:42])[CH:38]=[CH:37][C:4]=1[CH2:5][NH:6][C:7]1[C:8]2[CH:15]=[CH:14][N:13]([C@H:16]3[C@@H:20]4[O:21][C:22]([CH3:24])([CH3:25])[O:23][C@@H:19]4[C@@H:18]([CH2:26][N:27]([CH3:43])[CH:28]4[CH2:29][CH:30]([CH2:32][C:33]([O:35][CH3:36])=[O:34])[CH2:31]4)[O:17]3)[C:9]=2[N:10]=[CH:11][N:12]=1. Given the reactants [CH3:1][O:2][C:3]1[CH:40]=[C:39]([O:41][CH3:42])[CH:38]=[CH:37][C:4]=1[CH2:5][NH:6][C:7]1[C:8]2[CH:15]=[CH:14][N:13]([C@H:16]3[C@@H:20]4[O:21][C:22]([CH3:25])([CH3:24])[O:23][C@@H:19]4[C@@H:18]([CH2:26][NH:27][CH:28]4[CH2:31][CH:30]([CH2:32][C:33]([O:35][CH3:36])=[O:34])[CH2:29]4)[O:17]3)[C:9]=2[N:10]=[CH:11][N:12]=1.[C:43]([BH3-])#N.[Na+].C(O)(=O)C.C=O, predict the reaction product.